Task: Predict which catalyst facilitates the given reaction.. Dataset: Catalyst prediction with 721,799 reactions and 888 catalyst types from USPTO Reactant: [F:1][C:2]1[CH:3]=[C:4]([CH:29]=[CH:30][CH:31]=1)[CH2:5][NH:6][C:7](=[O:28])[NH:8][C:9]1[S:10][CH:11]=[C:12]([CH2:14][N:15]([CH3:27])[C:16]([C:18]2[CH:23]=[C:22]([O:24][CH3:25])[N:21]=[N:20][C:19]=2Cl)=[O:17])[N:13]=1.[CH3:32][NH:33][CH3:34]. Product: [CH3:32][N:33]([CH3:34])[C:19]1[N:20]=[N:21][C:22]([O:24][CH3:25])=[CH:23][C:18]=1[C:16]([N:15]([CH2:14][C:12]1[N:13]=[C:9]([NH:8][C:7]([NH:6][CH2:5][C:4]2[CH:29]=[CH:30][CH:31]=[C:2]([F:1])[CH:3]=2)=[O:28])[S:10][CH:11]=1)[CH3:27])=[O:17]. The catalyst class is: 12.